Task: Predict which catalyst facilitates the given reaction.. Dataset: Catalyst prediction with 721,799 reactions and 888 catalyst types from USPTO (1) Reactant: [CH3:1][O:2][C:3](=[O:28])[C:4]1[CH:9]=[CH:8][C:7]([C:10]2[CH2:14][C:13]([C:19]3[CH:24]=[C:23]([Cl:25])[CH:22]=[C:21]([Cl:26])[CH:20]=3)([C:15]([F:18])([F:17])[F:16])[O:12][N:11]=2)=[CH:6][C:5]=1Br.[Cu][C:30]#[N:31].[C:32](=O)([O-])[O-].[Na+].[Na+].O. Product: [CH3:1][O:2][C:3](=[O:28])[C:4]1[CH:9]=[CH:8][C:7]([C:10]2[CH2:14][C:13]([C:19]3[CH:24]=[C:23]([Cl:25])[CH:22]=[C:21]([Cl:26])[CH:20]=3)([C:15]([F:18])([F:17])[F:16])[O:12][N:11]=2)=[C:6]([CH3:32])[C:5]=1[C:30]#[N:31]. The catalyst class is: 9. (2) Reactant: [CH3:1][O:2][CH2:3][CH2:4][CH2:5][NH:6][C:7]([C:9]1[CH:10]=[C:11]([C:31]2[CH:36]=[C:35]([CH:37]([CH3:39])[CH3:38])[CH:34]=[CH:33][C:32]=2[O:40][CH3:41])[C:12]([O:23][CH2:24][C:25]2[CH:30]=[CH:29][CH:28]=[CH:27][CH:26]=2)=[CH:13][C:14]=1[O:15][CH2:16][C:17]1[CH:22]=[CH:21][CH:20]=[CH:19][CH:18]=1)=O.P(Cl)(Cl)(Cl)(Cl)Cl.[Si]([N:52]=[N+:53]=[N-:54])(C)(C)C. Product: [CH2:16]([O:15][C:14]1[CH:13]=[C:12]([O:23][CH2:24][C:25]2[CH:30]=[CH:29][CH:28]=[CH:27][CH:26]=2)[C:11]([C:31]2[CH:36]=[C:35]([CH:37]([CH3:39])[CH3:38])[CH:34]=[CH:33][C:32]=2[O:40][CH3:41])=[CH:10][C:9]=1[C:7]1[N:6]([CH2:5][CH2:4][CH2:3][O:2][CH3:1])[N:54]=[N:53][N:52]=1)[C:17]1[CH:18]=[CH:19][CH:20]=[CH:21][CH:22]=1. The catalyst class is: 4. (3) Reactant: [I:1]Cl.[F:3][C:4]1[CH:9]=[CH:8][C:7]([C:10]2[CH:18]=[C:13]3[CH2:14][CH2:15][CH2:16][CH2:17][N:12]3[N:11]=2)=[CH:6][CH:5]=1.O. Product: [F:3][C:4]1[CH:5]=[CH:6][C:7]([C:10]2[C:18]([I:1])=[C:13]3[CH2:14][CH2:15][CH2:16][CH2:17][N:12]3[N:11]=2)=[CH:8][CH:9]=1. The catalyst class is: 4.